Dataset: Experimentally validated miRNA-target interactions with 360,000+ pairs, plus equal number of negative samples. Task: Binary Classification. Given a miRNA mature sequence and a target amino acid sequence, predict their likelihood of interaction. (1) The miRNA is hsa-miR-30a-5p with sequence UGUAAACAUCCUCGACUGGAAG. The protein sequence of the target gene is MAAAFRKAAKSRQREHRERSQPGFRKHLGLLEKKKDYKLRADDYRKKQEYLKALRKKALEKNPDEFYYKMTRVKLQDGVHIIKETKEEVTPEQLKLMRTQDVKYIEMKRVAEAKKIERLKSELHLLDFQGKQQNKHVFFFDTKKEVEQFDVATHLQTAPELVDRVFNRPRIETLQKEKVKGVTNQTGLKRIAKERQKQYNCLTQRIEREKKLFVIAQKIQTRKDLMDKTQKVKVKKETVNSPAIYKFQSRRKR. Result: 1 (interaction). (2) The miRNA is hsa-miR-1243 with sequence AACUGGAUCAAUUAUAGGAGUG. The protein sequence of the target gene is MSFPQLGYQYIRPLYPPERPGAAGGGGGGSSAGGRSGPGAGASELAASGSLSNVLSSVYGAPYAAAAAAAAAAQGYGAFLPYATELPIFPQLGAQYELKDSPGVQHPATAAAFPHPHPAFYPYGQYQFGDPSRPKNATRESTSTLKAWLNEHRKNPYPTKGEKIMLAIITKMTLTQVSTWFANARRRLKKENKMTWAPRSRTDEEGNAYGSEREEEDEEEDEEESKRELEMEEEELAGEEEDTGGEGLADDDEDEEIDLENLDSAAAGSELTLAGAAHRNGDFGLGPISDCKTSDSDDSS.... Result: 0 (no interaction). (3) The miRNA is hsa-miR-1269a with sequence CUGGACUGAGCCGUGCUACUGG. The protein sequence of the target gene is MSENLDKSHVDEAGEAEAAASEQGLEGALECSDETLQKKVKSDSPSSQRVGRPHSSPARLVTVEELLETAKGVTNMALAHEIVVTGDFRINAVELAEGSLEKRVKEIVHKAFWDCLSVQLSEEPPTYDHAIKLVGEIKETLLSFLLPGHTRLRNQITEVLDLELIKQEAENGALDISKLAEFIIGMMGILCAPARDEEVKKLKGIKEIVPLFRAIFSVLDLMKVDMANFAISSIRPHLMQQSVEYERRKFQEVLERQPNSLDFATQWLEEATNDLLSQKYKHALPAGGGAAGSGDAPLLT.... Result: 0 (no interaction). (4) The miRNA is hsa-miR-613 with sequence AGGAAUGUUCCUUCUUUGCC. The protein sequence of the target gene is MMLSWKQLILLSFIGCLAGELLLQGPVFIKEPSNSIFPVDSEDKKITLNCEARGNPSPHYRWQLNGSDIDTSLDHRYKLNGGNLIVINPNRNWDTGSYQCFATNSLGTIVSREAKLQFAYLENFKTRMRSTVSVREGQGVVLLCGPPPHSGELSYAWVFNEYPSFVEEDSRRFVSQETGHLYIAKVEPSDVGNYTCVVTSTVTNTRVLGSPTPLVLRSDGVMGEYEPKIEVQFPETLPAAKGSTVRLECFALGNPVPQINWRRSDGMPFPNKIKLRKFNGMLEIQNFQQEDTGSYECIAE.... Result: 0 (no interaction). (5) The miRNA is hsa-miR-6893-5p with sequence CAGGCAGGUGUAGGGUGGAGC. The protein sequence of the target gene is MRVLLACLLVCALVVSDSDGSNEVHKESGESNCGCLNGGKCVTYKYFSNIQRCSCPKKFQGEHCEIDTSKTCYQGNGHSYRGKANRDLSGRPCLAWDSPTVLLKMYHAHRSDAIQLGLGKHNYCRNPDNQRRPWCYVQIGLKQFVQFCMVQDCSVGKSPSSPREKEEFQCGQKALRPRFKIVGGQVTNAENQPWFAAIYRRHRGGSITYLCGGSLISPCWVVSATHCFIDHPKKENYIVYLGQSRLNSDTRGEMQFEVEKLILHEDYSAESLAHHNDIALLKIRTSRGQCAQPSRSIQTI.... Result: 0 (no interaction). (6) The miRNA is hsa-miR-374a-5p with sequence UUAUAAUACAACCUGAUAAGUG. The protein sequence of the target gene is MPTWLWGLLLTAGTLSAALSPGLPASADPCYDEAREPRSCIPGLVNAALGREVLASSTCGRSANRVCDSSDPQRAHSADLLTSAPGTASPLCWRSDLLQQAPFNVTLTVPLGKAFELVFVSLRFCSAPPTSVALLKSQDHGRSWVPLGFFSSSCTLDYGRLPAPADGPSGPGPEALCFPAPQAQPDGGGLLAFSVQDGSPQGLDLDNSPVLQDWVTATDIRIVLTRPAIQGDTRDGGVTVPYSYSATELQVGGRCKCNGHASRCLLDTHGHLVCDCQHGTEGPDCSRCKPFYCDRPWQRA.... Result: 0 (no interaction).